From a dataset of Forward reaction prediction with 1.9M reactions from USPTO patents (1976-2016). Predict the product of the given reaction. (1) Given the reactants I[C:2]1[N:3]=[CH:4][N:5]([S:7]([N:10]([CH3:12])[CH3:11])(=[O:9])=[O:8])[CH:6]=1.[N+:13]([C:16]1[CH:17]=[CH:18][CH:19]=[C:20]2[C:25]=1[S:24][CH2:23][CH2:22][C:21]2=[O:26])([O-:15])=[O:14], predict the reaction product. The product is: [OH:26][C:21]1([C:2]2[N:3]=[CH:4][N:5]([S:7]([N:10]([CH3:12])[CH3:11])(=[O:9])=[O:8])[CH:6]=2)[C:20]2[C:25](=[C:16]([N+:13]([O-:15])=[O:14])[CH:17]=[CH:18][CH:19]=2)[S:24][CH2:23][CH2:22]1. (2) Given the reactants [C:1]([O:5][C:6](=[O:34])[NH:7][C:8]1([C:12]2[CH:17]=[CH:16][C:15]([C:18]3[C:19]([C:28]4[CH:33]=[CH:32][CH:31]=[CH:30][CH:29]=4)=[CH:20][C:21]4[NH:26][CH2:25][CH2:24][O:23][C:22]=4[N:27]=3)=[CH:14][CH:13]=2)[CH2:11][CH2:10][CH2:9]1)([CH3:4])([CH3:3])[CH3:2].[H-].[Na+].[CH3:37]I.[NH4+].[Cl-], predict the reaction product. The product is: [C:1]([O:5][C:6](=[O:34])[NH:7][C:8]1([C:12]2[CH:13]=[CH:14][C:15]([C:18]3[C:19]([C:28]4[CH:29]=[CH:30][CH:31]=[CH:32][CH:33]=4)=[CH:20][C:21]4[N:26]([CH3:37])[CH2:25][CH2:24][O:23][C:22]=4[N:27]=3)=[CH:16][CH:17]=2)[CH2:11][CH2:10][CH2:9]1)([CH3:4])([CH3:2])[CH3:3]. (3) Given the reactants Cl[C:2]1[CH:7]=[C:6]([O:8][C:9]2[CH:10]=[N:11][C:12]([N+:15]([O-:17])=[O:16])=[CH:13][CH:14]=2)[CH:5]=[CH:4][N:3]=1.Cl.[CH3:19][N:20]([CH3:29])[C@@H:21]1[CH2:25][CH2:24][N:23]([C:26]([NH2:28])=[O:27])[CH2:22]1.C([O-])([O-])=O.[Cs+].[Cs+].CC1(C)C2C(=C(P(C3C=CC=CC=3)C3C=CC=CC=3)C=CC=2)OC2C(P(C3C=CC=CC=3)C3C=CC=CC=3)=CC=CC1=2, predict the reaction product. The product is: [CH3:19][N:20]([CH3:29])[C@@H:21]1[CH2:25][CH2:24][N:23]([C:26]([NH:28][C:2]2[CH:7]=[C:6]([O:8][C:9]3[CH:10]=[N:11][C:12]([N+:15]([O-:17])=[O:16])=[CH:13][CH:14]=3)[CH:5]=[CH:4][N:3]=2)=[O:27])[CH2:22]1. (4) Given the reactants [Br:1][C:2]1[CH:3]=[C:4]([CH:7]=[CH:8][C:9]=1[F:10])[CH2:5][NH2:6].[CH3:11][N:12]1[CH:16]=[C:15]([C:17](O)=[O:18])[N:14]=[CH:13]1.CN(C(ON1N=NC2C=CC=NC1=2)=[N+](C)C)C.F[P-](F)(F)(F)(F)F.C(N(C(C)C)CC)(C)C, predict the reaction product. The product is: [Br:1][C:2]1[CH:3]=[C:4]([CH:7]=[CH:8][C:9]=1[F:10])[CH2:5][NH:6][C:17]([C:15]1[N:14]=[CH:13][N:12]([CH3:11])[CH:16]=1)=[O:18].